Dataset: Catalyst prediction with 721,799 reactions and 888 catalyst types from USPTO. Task: Predict which catalyst facilitates the given reaction. (1) Reactant: [F:1][C:2]1[CH:8]=[C:7]([F:9])[CH:6]=[CH:5][C:3]=1[NH2:4].N1C=CC=CC=1.[C:16](Cl)(=[O:25])[CH:17]=[CH:18][C:19]1[CH:24]=[CH:23][CH:22]=[CH:21][CH:20]=1. The catalyst class is: 4. Product: [F:1][C:2]1[CH:8]=[C:7]([F:9])[CH:6]=[CH:5][C:3]=1[NH:4][C:16](=[O:25])[CH:17]=[CH:18][C:19]1[CH:24]=[CH:23][CH:22]=[CH:21][CH:20]=1. (2) Reactant: [OH:1][C:2]1[CH:7]=[CH:6][C:5]([C:8]2[C:17]3[C:12](=[CH:13][C:14]([S:18]([N:21](CC4C=CC(OC)=CC=4)[C:22]4[CH:27]=[CH:26][N:25]=[CH:24][N:23]=4)(=[O:20])=[O:19])=[CH:15][CH:16]=3)[CH:11]=[CH:10][N:9]=2)=[C:4]([O:37][CH3:38])[CH:3]=1.C(=O)([O-])[O-].[Cs+].[Cs+].CN(C=O)C.FC(F)(F)S(O[CH2:56][C:57]([F:60])([F:59])[F:58])(=O)=O. Product: [CH3:38][O:37][C:4]1[CH:3]=[C:2]([O:1][CH2:56][C:57]([F:60])([F:59])[F:58])[CH:7]=[CH:6][C:5]=1[C:8]1[C:17]2[C:12](=[CH:13][C:14]([S:18]([NH:21][C:22]3[CH:27]=[CH:26][N:25]=[CH:24][N:23]=3)(=[O:20])=[O:19])=[CH:15][CH:16]=2)[CH:11]=[CH:10][N:9]=1. The catalyst class is: 6. (3) The catalyst class is: 30. Reactant: [CH2:1]([O:8][C:9]1[CH:14]=[CH:13][C:12]([CH2:15][CH2:16][S:17]([CH:20]([CH2:25][CH2:26][N:27]2[C:32](=[O:33])[C:31]3[CH:34]=[CH:35][CH:36]=[CH:37][C:30]=3[N:29]=[N:28]2)[C:21]([O:23]C)=[O:22])(=[O:19])=[O:18])=[CH:11][CH:10]=1)[C:2]1[CH:7]=[CH:6][CH:5]=[CH:4][CH:3]=1.CO.[OH-].[Li+].S(=O)(O)[O-].[Na+]. Product: [CH2:1]([O:8][C:9]1[CH:10]=[CH:11][C:12]([CH2:15][CH2:16][S:17]([CH:20]([CH2:25][CH2:26][N:27]2[C:32](=[O:33])[C:31]3[CH:34]=[CH:35][CH:36]=[CH:37][C:30]=3[N:29]=[N:28]2)[C:21]([OH:23])=[O:22])(=[O:18])=[O:19])=[CH:13][CH:14]=1)[C:2]1[CH:7]=[CH:6][CH:5]=[CH:4][CH:3]=1. (4) Reactant: [O:1]=[C:2]1[C:8]2[CH:9]=[CH:10][CH:11]=[CH:12][C:7]=2[O:6][CH2:5][C@@H:4]2[CH2:13][CH2:14][C@H:15]([C:17]([O:19]C)=[O:18])[CH2:16][N:3]12.[Li+].[OH-]. Product: [O:1]=[C:2]1[C:8]2[CH:9]=[CH:10][CH:11]=[CH:12][C:7]=2[O:6][CH2:5][C@@H:4]2[CH2:13][CH2:14][C@H:15]([C:17]([OH:19])=[O:18])[CH2:16][N:3]12. The catalyst class is: 5. (5) Reactant: [Br:1][C:2]1[CH:3]=[C:4]2[NH:10][CH:9]=[CH:8][C:5]2=[N:6][CH:7]=1.[H-].[Na+].Cl[CH:14]([C:16]1[CH:21]=[CH:20][CH:19]=[CH:18][N:17]=1)[CH3:15].[Cl-].[NH4+]. Product: [Br:1][C:2]1[CH:3]=[C:4]2[N:10]([CH:14]([C:16]3[CH:21]=[CH:20][CH:19]=[CH:18][N:17]=3)[CH3:15])[CH:9]=[CH:8][C:5]2=[N:6][CH:7]=1. The catalyst class is: 9. (6) Reactant: Cl.[Br:2][C:3]1[CH:4]=[CH:5][C:6]2[C:7]3[N:15]([CH2:16][CH2:17][CH2:18][CH:19](OC)[O:20]C)[C:14]([CH2:24][CH2:25][CH3:26])=[N:13][C:8]=3[CH:9]=[N:10][C:11]=2[CH:12]=1. Product: [Br:2][C:3]1[CH:4]=[CH:5][C:6]2[C:7]3[N:15]([CH2:16][CH2:17][CH2:18][CH:19]=[O:20])[C:14]([CH2:24][CH2:25][CH3:26])=[N:13][C:8]=3[CH:9]=[N:10][C:11]=2[CH:12]=1. The catalyst class is: 20. (7) Reactant: [Br:1][C:2]1[CH:3]=[C:4]([OH:9])[C:5]([OH:8])=[N:6][CH:7]=1.[OH-].[Na+].[CH2:12](Br)[C:13]1[CH:18]=[CH:17][CH:16]=[CH:15][CH:14]=1. Product: [CH2:12]([O:9][C:4]1[C:5]([OH:8])=[N:6][CH:7]=[C:2]([Br:1])[CH:3]=1)[C:13]1[CH:18]=[CH:17][CH:16]=[CH:15][CH:14]=1. The catalyst class is: 5. (8) Reactant: Cl.[F:2][C:3]([F:20])([F:19])[C:4]1[C:12]2[N:11]=[C:10]([CH2:13][NH2:14])[NH:9][C:8]=2[CH:7]=[C:6]([C:15]([F:18])([F:17])[F:16])[CH:5]=1.[C:21]([N:25]=[C:26]=[O:27])([CH3:24])([CH3:23])[CH3:22]. Product: [F:20][C:3]([F:2])([F:19])[C:4]1[C:12]2[N:11]=[C:10]([CH2:13][NH:14][C:26]([NH:25][C:21]([CH3:24])([CH3:23])[CH3:22])=[O:27])[NH:9][C:8]=2[CH:7]=[C:6]([C:15]([F:16])([F:17])[F:18])[CH:5]=1. The catalyst class is: 2.